This data is from HIV replication inhibition screening data with 41,000+ compounds from the AIDS Antiviral Screen. The task is: Binary Classification. Given a drug SMILES string, predict its activity (active/inactive) in a high-throughput screening assay against a specified biological target. (1) The molecule is OC1(c2ccccc2)OC(C#Cc2ccccc2)(c2ccccc2)c2ccccc21. The result is 0 (inactive). (2) The drug is CCCCCCCCCCCCCCCC(=O)OCC(COP(=O)(O)OCCNC(=O)CCSSc1ccccn1)OC(=O)CCCCCCCCCCCCCCC. The result is 0 (inactive).